The task is: Predict the reactants needed to synthesize the given product.. This data is from Full USPTO retrosynthesis dataset with 1.9M reactions from patents (1976-2016). (1) Given the product [CH3:14][C:15]1[N:8]([C:7]2[C:2]([C:13]3[CH:14]=[CH:15][C:16]([F:17])=[C:11]([CH:12]=3)[C:9]#[N:10])=[N:3][CH:4]=[CH:5][CH:6]=2)[C:12]([CH3:13])=[CH:11][CH:16]=1, predict the reactants needed to synthesize it. The reactants are: Cl[C:2]1[C:7]([NH2:8])=[CH:6][CH:5]=[CH:4][N:3]=1.[C:9]([C:11]1[CH:12]=[C:13](B(O)O)[CH:14]=[CH:15][C:16]=1[F:17])#[N:10].C(=O)([O-])[O-].[Na+].[Na+]. (2) Given the product [OH:38][CH2:37][CH2:36][C:32]1[CH:31]=[C:30]([CH:35]=[CH:34][CH:33]=1)[CH2:29][CH:27]1[C:26](=[O:49])[CH:25]=[C:24]([O:23][CH2:19][CH:20]([CH3:22])[CH3:21])[CH2:28]1, predict the reactants needed to synthesize it. The reactants are: [F-].C([N+](CCCC)(CCCC)CCCC)CCC.[CH2:19]([O:23][C:24]1[CH2:28][CH:27]([CH2:29][C:30]2[CH:35]=[CH:34][CH:33]=[C:32]([CH2:36][CH2:37][O:38][Si](C(C)C)(C(C)C)C(C)C)[CH:31]=2)[C:26](=[O:49])[CH:25]=1)[CH:20]([CH3:22])[CH3:21]. (3) The reactants are: [F:1][C:2]1[CH:7]=[CH:6][C:5]([F:8])=[CH:4][C:3]=1[C:9]1[CH2:14][N:13](S(C2C=CC([N+]([O-])=O)=CC=2)(=O)=O)[CH2:12][CH:11]([C:27]2[CH:32]=[CH:31][CH:30]=[CH:29][CH:28]=2)[CH:10]=1.SCC(O)=O.O[Li].O. Given the product [F:1][C:2]1[CH:7]=[CH:6][C:5]([F:8])=[CH:4][C:3]=1[C:9]1[CH2:14][NH:13][CH2:12][CH:11]([C:27]2[CH:32]=[CH:31][CH:30]=[CH:29][CH:28]=2)[CH:10]=1, predict the reactants needed to synthesize it. (4) Given the product [CH3:17][C:9]1([CH3:18])[CH2:8][CH:7]([O:6][S:2]([CH3:1])(=[O:4])=[O:3])[CH2:12][CH2:11][CH:10]1[C:13]([O:15][CH3:16])=[O:14], predict the reactants needed to synthesize it. The reactants are: [CH3:1][S:2](Cl)(=[O:4])=[O:3].[OH:6][CH:7]1[CH2:12][CH2:11][CH:10]([C:13]([O:15][CH3:16])=[O:14])[C:9]([CH3:18])([CH3:17])[CH2:8]1.C(N(CC)CC)C.C(=O)(O)[O-].[Na+].